This data is from Forward reaction prediction with 1.9M reactions from USPTO patents (1976-2016). The task is: Predict the product of the given reaction. Given the reactants Cl.C[O:3][C:4]1[CH:5]=[C:6]([CH:9]=[CH:10][C:11]=1[O:12][CH2:13][CH2:14][N:15]1[CH2:20][CH2:19][O:18][CH2:17][CH2:16]1)[CH:7]=[O:8].N[C@@H](C(O)=O)CCSC, predict the reaction product. The product is: [OH:3][C:4]1[CH:5]=[C:6]([CH:9]=[CH:10][C:11]=1[O:12][CH2:13][CH2:14][N:15]1[CH2:16][CH2:17][O:18][CH2:19][CH2:20]1)[CH:7]=[O:8].